Dataset: Full USPTO retrosynthesis dataset with 1.9M reactions from patents (1976-2016). Task: Predict the reactants needed to synthesize the given product. (1) Given the product [CH3:1][C:2]1([CH3:14])[O:6][C:5](=[O:7])[N:4]([C:16]2[CH:34]=[CH:33][C:19]([C:20]([NH:22][C:23]3[CH:24]=[CH:25][CH:26]=[C:27]4[C:32]=3[N:31]=[CH:30][CH:29]=[CH:28]4)=[O:21])=[CH:18][CH:17]=2)[CH:3]1[C:8]1[CH:9]=[N:10][CH:11]=[CH:12][CH:13]=1, predict the reactants needed to synthesize it. The reactants are: [CH3:1][C:2]1([CH3:14])[O:6][C:5](=[O:7])[NH:4][CH:3]1[C:8]1[CH:9]=[N:10][CH:11]=[CH:12][CH:13]=1.I[C:16]1[CH:34]=[CH:33][C:19]([C:20]([NH:22][C:23]2[CH:24]=[CH:25][CH:26]=[C:27]3[C:32]=2[N:31]=[CH:30][CH:29]=[CH:28]3)=[O:21])=[CH:18][CH:17]=1.P([O-])([O-])([O-])=O.[K+].[K+].[K+].CNCCNC. (2) The reactants are: [I:1][C:2]1[C:7]([CH:8]=[O:9])=[C:6]([O:10]C)[N:5]=[CH:4][CH:3]=1.I[Si](C)(C)C. Given the product [OH:10][C:6]1[N:5]=[CH:4][CH:3]=[C:2]([I:1])[C:7]=1[CH:8]=[O:9], predict the reactants needed to synthesize it. (3) Given the product [CH3:28][N:27]([CH3:29])[CH2:26][CH2:25][NH:24][C:22]([C:7]1[CH:8]=[C:9]2[C:14](=[C:5]([CH:3]([N:35]([C:34]3[CH:37]=[CH:38][C:31]([F:30])=[CH:32][CH:33]=3)[CH3:36])[CH3:4])[CH:6]=1)[O:13][C:12]([N:15]1[CH2:20][CH2:19][O:18][CH2:17][CH2:16]1)=[CH:11][C:10]2=[O:21])=[O:23], predict the reactants needed to synthesize it. The reactants are: Br.Br[CH:3]([C:5]1[CH:6]=[C:7]([C:22]([NH:24][CH2:25][CH2:26][N:27]([CH3:29])[CH3:28])=[O:23])[CH:8]=[C:9]2[C:14]=1[O:13][C:12]([N:15]1[CH2:20][CH2:19][O:18][CH2:17][CH2:16]1)=[CH:11][C:10]2=[O:21])[CH3:4].[F:30][C:31]1[CH:38]=[CH:37][C:34]([NH:35][CH3:36])=[CH:33][CH:32]=1.